From a dataset of Full USPTO retrosynthesis dataset with 1.9M reactions from patents (1976-2016). Predict the reactants needed to synthesize the given product. Given the product [Br:9][C:5]1[CH:6]=[C:7]([Cl:8])[C:2]([N:15]2[CH2:14][CH2:13][NH:12][C@H:11]([CH3:10])[CH2:16]2)=[N:3][CH:4]=1, predict the reactants needed to synthesize it. The reactants are: Br[C:2]1[C:7]([Cl:8])=[CH:6][C:5]([Br:9])=[CH:4][N:3]=1.[CH3:10][C@@H:11]1[CH2:16][NH:15][CH2:14][CH2:13][NH:12]1.